This data is from Drug-target binding data from BindingDB patent sources. The task is: Regression. Given a target protein amino acid sequence and a drug SMILES string, predict the binding affinity score between them. We predict pAffinity (pAffinity = -log10(affinity in M)). Dataset: bindingdb_patent. (1) The compound is Cc1cc(OCCCc2c(sc3cc(Cl)ccc23)C(O)=O)cc(C)c1Cl. The target protein (Q92934) has sequence MFQIPEFEPSEQEDSSSAERGLGPSPAGDGPSGSGKHHRQAPGLLWDASHQQEQPTSSSHHGGAGAVEIRSRHSSYPAGTEDDEGMGEEPSPFRGRSRSAPPNLWAAQRYGRELRRMSDEFVDSFKKGLPRPKSAGTATQMRQSSSWTRVFQSWWDRNLGRGSSAPSQ. The pAffinity is 6.0. (2) The drug is CC(C)(O)Cn1c(CN2CCNC(C)(C)C2=O)nc2cc(c(cc12)C(F)(F)F)C(F)(F)F. The target protein (Q13936) has sequence MVNENTRMYIPEENHQGSNYGSPRPAHANMNANAAAGLAPEHIPTPGAALSWQAAIDAARQAKLMGSAGNATISTVSSTQRKRQQYGKPKKQGSTTATRPPRALLCLTLKNPIRRACISIVEWKPFEIIILLTIFANCVALAIYIPFPEDDSNATNSNLERVEYLFLIIFTVEAFLKVIAYGLLFHPNAYLRNGWNLLDFIIVVVGLFSAILEQATKADGANALGGKGAGFDVKALRAFRVLRPLRLVSGVPSLQVVLNSIIKAMVPLLHIALLVLFVIIIYAIIGLELFMGKMHKTCYNQEGIADVPAEDDPSPCALETGHGRQCQNGTVCKPGWDGPKHGITNFDNFAFAMLTVFQCITMEGWTDVLYWVNDAVGRDWPWIYFVTLIIIGSFFVLNLVLGVLSGEFSKEREKAKARGDFQKLREKQQLEEDLKGYLDWITQAEDIDPENEDEGMDEEKPRNMSMPTSETESVNTENVAGGDIEGENCGARLAHRISKS.... The pAffinity is 5.0. (3) The small molecule is C[C@H]1CN(CCN1c1cc(F)cc(F)c1)C(=O)CCC1(NC(=O)NC1=O)C1CC1. The target protein (Q9UNA0) has sequence MLLGWASLLLCAFRLPLAAVGPAATPAQDKAGQPPTAAAAAQPRRRQGEEVQERAEPPGHPHPLAQRRRSKGLVQNIDQLYSGGGKVGYLVYAGGRRFLLDLERDGSVGIAGFVPAGGGTSAPWRHRSHCFYRGTVDGSPRSLAVFDLCGGLDGFFAVKHARYTLKPLLRGPWAEEEKGRVYGDGSARILHVYTREGFSFEALPPRASCETPASTPEAHEHAPAHSNPSGRAALASQLLDQSALSPAGGSGPQTWWRRRRRSISRARQVELLLVADASMARLYGRGLQHYLLTLASIANRLYSHASIENHIRLAVVKVVVLGDKDKSLEVSKNAATTLKNFCKWQHQHNQLGDDHEEHYDAAILFTREDLCGHHSCDTLGMADVGTICSPERSCAVIEDDGLHAAFTVAHEIGHLLGLSHDDSKFCEETFGSTEDKRLMSSILTSIDASKPWSKCTSATITEFLDDGHGNCLLDLPRKQILGPEELPGQTYDATQQCNLT.... The pAffinity is 7.5. (4) The drug is COc1cnc(cn1)C(=O)Nc1ccc2OC(C)(C)C3(CC3)[C@]3(COC(N)=N3)c2c1. The target protein (Q12809) has sequence MPVRRGHVAPQNTFLDTIIRKFEGQSRKFIIANARVENCAVIYCNDGFCELCGYSRAEVMQRPCTCDFLHGPRTQRRAAAQIAQALLGAEERKVEIAFYRKDGSCFLCLVDVVPVKNEDGAVIMFILNFEVVMEKDMVGSPAHDTNHRGPPTSWLAPGRAKTFRLKLPALLALTARESSVRSGGAGGAGAPGAVVVDVDLTPAAPSSESLALDEVTAMDNHVAGLGPAEERRALVGPGSPPRSAPGQLPSPRAHSLNPDASGSSCSLARTRSRESCASVRRASSADDIEAMRAGVLPPPPRHASTGAMHPLRSGLLNSTSDSDLVRYRTISKIPQITLNFVDLKGDPFLASPTSDREIIAPKIKERTHNVTEKVTQVLSLGADVLPEYKLQAPRIHRWTILHYSPFKAVWDWLILLLVIYTAVFTPYSAAFLLKETEEGPPATECGYACQPLAVVDLIVDIMFIVDILINFRTTYVNANEEVVSHPGRIAVHYFKGWFLI.... The pAffinity is 4.7.